Dataset: Full USPTO retrosynthesis dataset with 1.9M reactions from patents (1976-2016). Task: Predict the reactants needed to synthesize the given product. (1) Given the product [Cl:20][C:18]1[CH:19]=[C:14]([NH:11][C:9]2[CH:8]=[C:5]3[CH2:6][O:7][C:2]([CH3:12])([CH3:1])[CH2:3][N:4]3[N:10]=2)[C:15](=[O:22])[N:16]([CH3:21])[N:17]=1, predict the reactants needed to synthesize it. The reactants are: [CH3:1][C:2]1([CH3:12])[O:7][CH2:6][C:5]2=[CH:8][C:9]([NH2:11])=[N:10][N:4]2[CH2:3]1.Br[C:14]1[C:15](=[O:22])[N:16]([CH3:21])[N:17]=[C:18]([Cl:20])[CH:19]=1.CC1(C)C2C(=C(P(C3C=CC=CC=3)C3C=CC=CC=3)C=CC=2)OC2C(P(C3C=CC=CC=3)C3C=CC=CC=3)=CC=CC1=2.C([O-])([O-])=O.[Cs+].[Cs+]. (2) Given the product [S:3]1[CH:4]=[CH:5][CH:6]=[C:2]1[C:2]1[S:3][C:4]([C:31]2[S:30][CH:29]=[CH:33][CH:32]=2)=[C:5]([CH2:15][CH2:16][CH2:17][CH2:18][CH2:19][CH2:20][CH2:21][CH3:22])[C:6]=1[CH2:7][CH2:8][CH2:9][CH2:10][CH2:11][CH2:12][CH2:13][CH3:14], predict the reactants needed to synthesize it. The reactants are: Br[C:2]1[S:3][C:4](Br)=[C:5]([CH2:15][CH2:16][CH2:17][CH2:18][CH2:19][CH2:20][CH2:21][CH3:22])[C:6]=1[CH2:7][CH2:8][CH2:9][CH2:10][CH2:11][CH2:12][CH2:13][CH3:14].C([Sn](CCCC)(CCCC)[C:29]1[S:30][CH:31]=[CH:32][CH:33]=1)CCC. (3) Given the product [Cl:22][C:23]1[S:27][C:26]([S:28]([NH:31][C:32]([NH:1][C:2]2[CH:7]=[CH:6][C:5]([N:8]3[CH2:17][CH2:16][C:15]4[C:10](=[CH:11][C:12]([F:20])=[C:13]([NH:18][CH3:19])[CH:14]=4)[C:9]3=[O:21])=[CH:4][CH:3]=2)=[O:33])(=[O:30])=[O:29])=[CH:25][CH:24]=1, predict the reactants needed to synthesize it. The reactants are: [NH2:1][C:2]1[CH:7]=[CH:6][C:5]([N:8]2[CH2:17][CH2:16][C:15]3[C:10](=[CH:11][C:12]([F:20])=[C:13]([NH:18][CH3:19])[CH:14]=3)[C:9]2=[O:21])=[CH:4][CH:3]=1.[Cl:22][C:23]1[S:27][C:26]([S:28]([NH:31][C:32](=O)[O:33]CC)(=[O:30])=[O:29])=[CH:25][CH:24]=1. (4) Given the product [CH3:15][O:16][C:17]1[CH:18]=[CH:19][C:20]([N:23]2[C:32]3[C:27](=[CH:28][C:29]([F:34])=[C:30]([N:5]4[CH2:6][CH2:7][N:2]([CH3:1])[CH2:3][CH2:4]4)[CH:31]=3)[C:26](=[O:35])[N:25]([O:36][CH2:37][C:38]3[CH:43]=[CH:42][CH:41]=[CH:40][CH:39]=3)[C:24]2=[O:44])=[CH:21][CH:22]=1, predict the reactants needed to synthesize it. The reactants are: [CH3:1][N:2]1[CH2:7][CH2:6][NH:5][CH2:4][CH2:3]1.C(N(CC)CC)C.[CH3:15][O:16][C:17]1[CH:22]=[CH:21][C:20]([N:23]2[C:32]3[C:27](=[CH:28][C:29]([F:34])=[C:30](F)[CH:31]=3)[C:26](=[O:35])[N:25]([O:36][CH2:37][C:38]3[CH:43]=[CH:42][CH:41]=[CH:40][CH:39]=3)[C:24]2=[O:44])=[CH:19][CH:18]=1. (5) Given the product [F:1][C:2]1[CH:3]=[C:4]([NH:5][C:10](=[O:11])[O:12][C:13]([CH3:15])=[CH2:14])[CH:6]=[CH:7][CH:8]=1, predict the reactants needed to synthesize it. The reactants are: [F:1][C:2]1[CH:3]=[C:4]([CH:6]=[CH:7][CH:8]=1)[NH2:5].Cl[C:10]([O:12][C:13]([CH3:15])=[CH2:14])=[O:11].C([O-])(O)=O.[Na+]. (6) Given the product [Br:14][C:9]1[CH:10]=[C:11]([O:12][CH3:13])[C:3]([O:2][CH3:1])=[CH:4][C:5]=1[C:6]([OH:8])=[O:7], predict the reactants needed to synthesize it. The reactants are: [CH3:1][O:2][C:3]1[CH:4]=[C:5]([CH:9]=[CH:10][C:11]=1[O:12][CH3:13])[C:6]([OH:8])=[O:7].[Br:14]Br. (7) Given the product [F:34][C:35]1[CH:41]=[CH:40][C:38]([NH:39][C:15]([C:12]2[CH:11]=[CH:10][C:9]3[CH:8]=[C:7]4[C:2](=[O:1])[NH:3][CH2:4][C:5]5([CH2:18][CH2:19][CH2:20]5)[N:6]4[C:14]=3[CH:13]=2)=[O:16])=[CH:37][C:36]=1[N+:42]([O-:44])=[O:43], predict the reactants needed to synthesize it. The reactants are: [O:1]=[C:2]1[C:7]2=[CH:8][C:9]3[CH:10]=[CH:11][C:12]([C:15](O)=[O:16])=[CH:13][C:14]=3[N:6]2[C:5]2([CH2:20][CH2:19][CH2:18]2)[CH2:4][NH:3]1.CCN=C=NCCCN(C)C.Cl.Cl.[F:34][C:35]1[CH:41]=[CH:40][C:38]([NH2:39])=[CH:37][C:36]=1[N+:42]([O-:44])=[O:43].